This data is from Experimentally validated miRNA-target interactions with 360,000+ pairs, plus equal number of negative samples. The task is: Binary Classification. Given a miRNA mature sequence and a target amino acid sequence, predict their likelihood of interaction. The miRNA is hsa-miR-539-5p with sequence GGAGAAAUUAUCCUUGGUGUGU. The protein sequence of the target gene is MAIRKKSTKSPPVLSHEFVLQNHADIVSCVAMVFLLGLMFEITAKASIIFVTLQYNVTLPATEEQATESVSLYYYGIKDLATVFFYMLVAIIIHAVIQEYMLDKINRRMHFSKTKHSKFNESGQLSAFYLFACVWGTFILISENYISDPTILWRAYPHNLMTFQMKFFYISQLAYWLHAFPELYFQKTKKEDIPRQLVYIGLYLFHIAGAYLLNLNHLGLVLLVLHYFVEFLFHISRLFYFSNEKYQKGFSLWAVLFVLGRLLTLILSVLTVGFGLARAENQKLDFSTGNFNVLAVRIAV.... Result: 1 (interaction).